This data is from Full USPTO retrosynthesis dataset with 1.9M reactions from patents (1976-2016). The task is: Predict the reactants needed to synthesize the given product. (1) Given the product [Cl:1][C:2]1[N:10]=[C:9]2[C:5]([N:6]=[CH:7][N:8]2[CH2:11][O:12][CH2:13][CH2:14][Si:15]([CH3:18])([CH3:17])[CH3:16])=[C:4]([O:20][C:21]2[CH:22]=[C:23]([NH:27][C:28](=[O:31])[CH:29]=[CH2:30])[CH:24]=[CH:25][CH:26]=2)[N:3]=1, predict the reactants needed to synthesize it. The reactants are: [Cl:1][C:2]1[N:10]=[C:9]2[C:5]([N:6]=[CH:7][N:8]2[CH2:11][O:12][CH2:13][CH2:14][Si:15]([CH3:18])([CH3:17])[CH3:16])=[C:4](Cl)[N:3]=1.[OH:20][C:21]1[CH:22]=[C:23]([NH:27][C:28](=[O:31])[CH:29]=[CH2:30])[CH:24]=[CH:25][CH:26]=1.C([O-])([O-])=O.[K+].[K+]. (2) Given the product [Br:1][C:2]1[C:3]([Cl:10])=[C:4]([CH2:8][NH:16][S:13]([CH2:11][CH3:12])(=[O:15])=[O:14])[CH:5]=[N:6][CH:7]=1, predict the reactants needed to synthesize it. The reactants are: [Br:1][C:2]1[C:3]([Cl:10])=[C:4]([CH:8]=O)[CH:5]=[N:6][CH:7]=1.[CH2:11]([S:13]([NH2:16])(=[O:15])=[O:14])[CH3:12].[BH4-].[Na+].